This data is from M1 muscarinic receptor antagonist screen with 61,756 compounds. The task is: Binary Classification. Given a drug SMILES string, predict its activity (active/inactive) in a high-throughput screening assay against a specified biological target. (1) The molecule is S1CC(=Nn2c1nnc2c1ncccc1)c1cc2OCOc2cc1. The result is 0 (inactive). (2) The result is 0 (inactive). The compound is S(=O)(=O)(NC1CCCCC1)c1c(c(c(OC)cc1)C)C.